Dataset: Reaction yield outcomes from USPTO patents with 853,638 reactions. Task: Predict the reaction yield, written as a fraction of the theoretical maximum amount of product (1.0 means a 100% yield; for example, 0.34 means a 34% yield). (1) The reactants are C(O[C:4](=[N:6][C:7](=O)[C:8]1[CH:13]=[CH:12][C:11]([Cl:14])=[CH:10][CH:9]=1)[CH3:5])C.Cl.[CH3:17][S:18][C:19]1[CH:24]=[CH:23][C:22]([NH:25][NH2:26])=[CH:21][CH:20]=1.C(N(CC)CC)C.O. The catalyst is ClCCl.CO. The product is [Cl:14][C:11]1[CH:10]=[CH:9][C:8]([C:7]2[N:25]([C:22]3[CH:23]=[CH:24][C:19]([S:18][CH3:17])=[CH:20][CH:21]=3)[N:26]=[C:4]([CH3:5])[N:6]=2)=[CH:13][CH:12]=1. The yield is 0.590. (2) The product is [Cl:28][C:29]1[CH:39]=[CH:38][C:37]([N+:40]([O-:42])=[O:41])=[CH:36][C:30]=1[C:31]([NH:33][C:34](=[O:35])[NH:16][C:14]1[S:15][C:11]2[CH:10]=[C:9]([S:6]([CH3:5])(=[O:7])=[O:8])[CH:18]=[CH:17][C:12]=2[N:13]=1)=[O:32]. The catalyst is ClCCCl. The reactants are C[Al](C)C.[CH3:5][S:6]([C:9]1[CH:18]=[CH:17][C:12]2[N:13]=[C:14]([NH2:16])[S:15][C:11]=2[CH:10]=1)(=[O:8])=[O:7].CCN(C(C)C)C(C)C.[Cl:28][C:29]1[CH:39]=[CH:38][C:37]([N+:40]([O-:42])=[O:41])=[CH:36][C:30]=1[C:31]([N:33]=[C:34]=[O:35])=[O:32]. The yield is 0.270.